This data is from Reaction yield outcomes from USPTO patents with 853,638 reactions. The task is: Predict the reaction yield, written as a fraction of the theoretical maximum amount of product (1.0 means a 100% yield; for example, 0.34 means a 34% yield). (1) The reactants are Br[CH2:2][CH2:3][O:4][C:5](=[O:18])[C:6]1[CH:11]=[CH:10][C:9]([N+:12]([O-:14])=[O:13])=[CH:8][C:7]=1[CH:15]([CH3:17])[CH3:16].C(N(CC)CC)C.[CH:26]([C:29]1[NH:30][CH:31]=[CH:32][N:33]=1)([CH3:28])[CH3:27]. The catalyst is CN(C=O)C.O. The product is [CH:26]([C:29]1[N:30]([CH2:2][CH2:3][O:4][C:5](=[O:18])[C:6]2[CH:11]=[CH:10][C:9]([N+:12]([O-:14])=[O:13])=[CH:8][C:7]=2[CH:15]([CH3:17])[CH3:16])[CH:31]=[CH:32][N:33]=1)([CH3:28])[CH3:27]. The yield is 0.430. (2) The reactants are C([Li])CCC.Br[C:7]1[CH:12]=[CH:11][CH:10]=[CH:9][N:8]=1.[CH3:13][Sn:14](Cl)([CH3:16])[CH3:15].C1COCC1. The catalyst is CCOCC. The product is [CH3:13][Sn:14]([CH3:16])([CH3:15])[C:7]1[CH:12]=[CH:11][CH:10]=[CH:9][N:8]=1. The yield is 0.510.